Dataset: Reaction yield outcomes from USPTO patents with 853,638 reactions. Task: Predict the reaction yield, written as a fraction of the theoretical maximum amount of product (1.0 means a 100% yield; for example, 0.34 means a 34% yield). The reactants are [Cl:1][C:2]1[CH:7]=[C:6]([Cl:8])[CH:5]=[CH:4][C:3]=1[C:9]1[N:10]=[C:11](/[CH:14]=[CH:15]/[C:16]2[CH:21]=[CH:20][C:19]([OH:22])=[CH:18][CH:17]=2)[NH:12][CH:13]=1.Br[CH2:24][CH2:25][CH2:26][CH3:27]. No catalyst specified. The product is [CH2:24]([O:22][C:19]1[CH:18]=[CH:17][C:16](/[CH:15]=[CH:14]/[C:11]2[N:12]([CH2:7][CH2:2][CH2:3][CH3:4])[CH:13]=[C:9]([C:3]3[CH:4]=[CH:5][C:6]([Cl:8])=[CH:7][C:2]=3[Cl:1])[N:10]=2)=[CH:21][CH:20]=1)[CH2:25][CH2:26][CH3:27]. The yield is 0.760.